From a dataset of Catalyst prediction with 721,799 reactions and 888 catalyst types from USPTO. Predict which catalyst facilitates the given reaction. (1) Reactant: [O:1]1[C:10]2[C:5](=[CH:6][CH:7]=[CH:8][CH:9]=2)[CH2:4][CH2:3][CH:2]1[C:11](O)=[O:12].C1COCC1.O.C([O-])([O-])=O.[K+].[K+]. Product: [O:1]1[C:10]2[C:5](=[CH:6][CH:7]=[CH:8][CH:9]=2)[CH2:4][CH2:3][CH:2]1[CH2:11][OH:12]. The catalyst class is: 1. (2) Reactant: [CH3:1][C:2]1[NH:3][CH:4]=[CH:5][N:6]=1.C(N(CC)C(C)C)(C)C.[F:16][C:17]1[CH:18]=[C:19]([N+:24]([O-:26])=[O:25])[CH:20]=[CH:21][C:22]=1F. Product: [F:16][C:17]1[CH:18]=[C:19]([N+:24]([O-:26])=[O:25])[CH:20]=[CH:21][C:22]=1[N:3]1[CH:4]=[CH:5][N:6]=[C:2]1[CH3:1]. The catalyst class is: 10. (3) Reactant: [NH:1]1[C:9]2[C:4](=[CH:5][CH:6]=[CH:7][CH:8]=2)[CH2:3][C:2]1=[O:10].[CH2:11]([O:13][C:14]([C:16]1[C:17]([CH3:24])=[C:18]([CH:22]=O)[NH:19][C:20]=1[CH3:21])=[O:15])[CH3:12]. Product: [CH3:21][C:20]1[NH:19][C:18]([CH:22]=[C:3]2[C:4]3[C:9](=[CH:8][CH:7]=[CH:6][CH:5]=3)[NH:1][C:2]2=[O:10])=[C:17]([CH3:24])[C:16]=1[C:14]([O:13][CH2:11][CH3:12])=[O:15]. The catalyst class is: 495. (4) Reactant: O[CH:2]1[CH2:6][O:5][CH2:4][CH:3]1[C:7]([O:9][C:10]([CH3:13])([CH3:12])[CH3:11])=[O:8].C1C=CC(P(C2C=CC=CC=2)C2C=CC=CC=2)=CC=1.CC(OC(/N=N/C(OC(C)C)=O)=O)C. Product: [O:5]1[CH2:6][CH:2]=[C:3]([C:7]([O:9][C:10]([CH3:13])([CH3:12])[CH3:11])=[O:8])[CH2:4]1. The catalyst class is: 1. (5) Reactant: [CH2:1]([C@H:8]1[CH2:12][O:11][C:10](=[O:13])[NH:9]1)[C:2]1[CH:7]=[CH:6][CH:5]=[CH:4][CH:3]=1.[Li]CCCC.[C:19](Cl)(=[O:23])/[CH:20]=[CH:21]/[CH3:22]. Product: [C:19]([N:9]1[C@@H:8]([CH2:1][C:2]2[CH:3]=[CH:4][CH:5]=[CH:6][CH:7]=2)[CH2:12][O:11][C:10]1=[O:13])(=[O:23])/[CH:20]=[CH:21]/[CH3:22]. The catalyst class is: 116. (6) Reactant: [CH2:1]([N:6]1[C:14]2[N:13]=[CH:12][NH:11][C:10]=2[C:9](=[O:15])[NH:8][C:7]1=[S:16])[CH2:2][CH2:3][CH2:4][CH3:5].S(OC)(O[CH3:21])(=O)=O.C(O)(=O)C. Product: [CH3:21][S:16][C:7]1[N:6]([CH2:1][CH2:2][CH2:3][CH2:4][CH3:5])[C:14]2[N:13]=[CH:12][NH:11][C:10]=2[C:9](=[O:15])[N:8]=1. The catalyst class is: 611. (7) Reactant: [C:1]([C:3]1[CH:4]=[C:5]([C:10]2[S:11][C:12]([C:15]3[CH:24]=[CH:23][CH:22]=[C:21]4[C:16]=3[CH2:17][CH2:18][CH2:19][C@H:20]4[NH:25][C:26](=[O:32])[O:27][C:28]([CH3:31])([CH3:30])[CH3:29])=[CH:13][N:14]=2)[CH:6]=[CH:7][C:8]=1F)#[N:2].[O:33]([CH:35]([CH3:37])[CH3:36])[Na]. Product: [C:1]([C:3]1[CH:4]=[C:5]([C:10]2[S:11][C:12]([C:15]3[CH:24]=[CH:23][CH:22]=[C:21]4[C:16]=3[CH2:17][CH2:18][CH2:19][C@H:20]4[NH:25][C:26](=[O:32])[O:27][C:28]([CH3:31])([CH3:30])[CH3:29])=[CH:13][N:14]=2)[CH:6]=[CH:7][C:8]=1[O:33][CH:35]([CH3:37])[CH3:36])#[N:2]. The catalyst class is: 41.